Predict the reactants needed to synthesize the given product. From a dataset of Full USPTO retrosynthesis dataset with 1.9M reactions from patents (1976-2016). (1) Given the product [NH2:10][CH2:11][CH2:12][CH2:13][CH2:14][C:15]1[CH:20]=[CH:19][C:18]([O:21][CH2:22][C:23]([N:24]([CH2:28][CH2:29][OH:30])[CH2:25][CH2:26][OH:27])=[O:31])=[CH:17][CH:16]=1, predict the reactants needed to synthesize it. The reactants are: C(OC(=O)[NH:10][CH2:11][CH2:12][CH2:13][CH2:14][C:15]1[CH:20]=[CH:19][C:18]([O:21][CH2:22][C:23](=[O:31])[N:24]([CH2:28][CH2:29][OH:30])[CH2:25][CH2:26][OH:27])=[CH:17][CH:16]=1)C1C=CC=CC=1.[H][H]. (2) Given the product [Cl:17][C:18]1[C:19]([O:55][CH2:54][CH2:53][CH:47]2[CH2:52][CH2:51][CH2:50][CH2:49][CH2:48]2)=[CH:20][C:21]([F:33])=[C:22]([CH:32]=1)[C:23]([NH:25][S:26](=[O:31])(=[O:30])[N:27]([CH3:29])[CH3:28])=[O:24], predict the reactants needed to synthesize it. The reactants are: ClC1C(F)=CC(F)=C(C=1)C(NS(C)(=O)=O)=O.[Cl:17][C:18]1[C:19](F)=[CH:20][C:21]([F:33])=[C:22]([CH:32]=1)[C:23]([NH:25][S:26](=[O:31])(=[O:30])[N:27]([CH3:29])[CH3:28])=[O:24].C12(CO)CC3CC(CC(C3)C1)C2.[CH:47]1([CH2:53][CH2:54][OH:55])[CH2:52][CH2:51][CH2:50][CH2:49][CH2:48]1. (3) Given the product [CH:3]([O:4][C:5]1[CH:10]=[CH:9][C:8]([O:11][C:12]([F:13])([F:14])[F:15])=[CH:7][C:6]=1[I:16])=[CH2:2], predict the reactants needed to synthesize it. The reactants are: Cl[CH2:2][CH2:3][O:4][C:5]1[CH:10]=[CH:9][C:8]([O:11][C:12]([F:15])([F:14])[F:13])=[CH:7][C:6]=1[I:16].CC(C)([O-])C.[K+]. (4) Given the product [C:28]([O:11][C:10](=[O:12])[CH2:9][CH2:8][CH2:7][CH2:6][CH:5]([S:4][C:1](=[O:3])[CH3:2])[CH2:13][CH2:14][S:15][C:16](=[O:18])[CH3:17])(=[O:29])[CH3:27], predict the reactants needed to synthesize it. The reactants are: [C:1]([S:4][CH:5]([CH2:13][CH2:14][S:15][C:16](=[O:18])[CH3:17])[CH2:6][CH2:7][CH2:8][CH2:9][C:10]([OH:12])=[O:11])(=[O:3])[CH3:2].C1[C@@H](CCC[CH2:27][C:28](O)=[O:29])SSC1.SC(CCS)CCCCC(O)=O. (5) Given the product [CH:18]1([O:23][CH2:24][CH2:25][NH:26][C:15]([C:4]2[C:3]3[C:7](=[CH:8][CH:9]=[CH:10][C:2]=3[Cl:1])[N:6]([CH:11]3[CH2:12][O:13][CH2:14]3)[CH:5]=2)=[O:17])[CH2:22][CH2:21][CH2:20][CH2:19]1, predict the reactants needed to synthesize it. The reactants are: [Cl:1][C:2]1[CH:10]=[CH:9][CH:8]=[C:7]2[C:3]=1[C:4]([C:15]([OH:17])=O)=[CH:5][N:6]2[CH:11]1[CH2:14][O:13][CH2:12]1.[CH:18]1([O:23][CH2:24][CH2:25][NH2:26])[CH2:22][CH2:21][CH2:20][CH2:19]1. (6) The reactants are: [NH2:1][NH:2][C:3]([C:5]1[C:10]([C:11]([F:14])([F:13])[F:12])=[CH:9][CH:8]=[CH:7][N:6]=1)=[NH:4].[F:15][C:16]1[CH:17]=[CH:18][C:19]([OH:24])=[C:20]([CH:23]=1)[CH:21]=O. Given the product [F:15][C:16]1[CH:17]=[CH:18][C:19]([OH:24])=[C:20]([C:21]2[NH:1][N:2]=[C:3]([C:5]3[C:10]([C:11]([F:12])([F:13])[F:14])=[CH:9][CH:8]=[CH:7][N:6]=3)[N:4]=2)[CH:23]=1, predict the reactants needed to synthesize it. (7) Given the product [CH3:1][O:2][C:3]1[CH:30]=[C:29]([O:31][CH3:32])[CH:28]=[CH:27][C:4]=1[CH2:5][N:6]1[C:10](=[O:11])[CH2:9][N:8]([CH2:12][C:13]2[S:14][C:15]([C:18](=[N:35][OH:33])[CH2:19][CH2:20][CH:21]([CH3:23])[CH3:22])=[CH:16][CH:17]=2)[S:7]1(=[O:25])=[O:26], predict the reactants needed to synthesize it. The reactants are: [CH3:1][O:2][C:3]1[CH:30]=[C:29]([O:31][CH3:32])[CH:28]=[CH:27][C:4]=1[CH2:5][N:6]1[C:10](=[O:11])[CH2:9][N:8]([CH2:12][C:13]2[S:14][C:15]([C:18](=O)[CH2:19][CH2:20][CH:21]([CH3:23])[CH3:22])=[CH:16][CH:17]=2)[S:7]1(=[O:26])=[O:25].[OH2:33].Cl.[NH2:35]O.